Dataset: Catalyst prediction with 721,799 reactions and 888 catalyst types from USPTO. Task: Predict which catalyst facilitates the given reaction. (1) Reactant: C1(C)C=CC(S(O)(=O)=O)=CC=1.[NH2:12][C@:13]1([C:18]([O:20][CH2:21][CH3:22])=[O:19])[CH2:15][C@H:14]1[CH:16]=[CH2:17].C(OCC)(=O)C.C(=O)(O)[O-].[K+]. Product: [NH2:12][C@:13]1([C:18]([O:20][CH2:21][CH3:22])=[O:19])[CH2:15][C@H:14]1[CH:16]=[CH2:17]. The catalyst class is: 6. (2) The catalyst class is: 1. Reactant: O[CH:2]([CH3:28])[CH2:3][NH:4][C:5](=[O:27])[CH2:6][N:7]1[C:25](=[O:26])[N:10]2[CH:11]=[C:12]([C:15]3[CH:20]=[CH:19][C:18]([C:21]([F:24])([F:23])[F:22])=[CH:17][CH:16]=3)[CH:13]=[CH:14][C:9]2=[N:8]1.CC(OI1(OC(C)=O)(OC(C)=O)OC(=O)C2C=CC=CC1=2)=O.O. Product: [CH3:28][C:2]1[O:27][C:5]([CH2:6][N:7]2[C:25](=[O:26])[N:10]3[CH:11]=[C:12]([C:15]4[CH:16]=[CH:17][C:18]([C:21]([F:22])([F:23])[F:24])=[CH:19][CH:20]=4)[CH:13]=[CH:14][C:9]3=[N:8]2)=[N:4][CH:3]=1. (3) Reactant: [C:1]([C:3]1[C:8]([NH:9][C:10]2[O:14][N:13]=[C:12]([C:15]3[CH:20]=[CH:19][CH:18]=[CH:17][CH:16]=3)[CH:11]=2)=[CH:7][C:6]([NH:21][C@@H:22]2[CH2:27][CH2:26][CH2:25][CH2:24][C@@H:23]2[NH:28]C(=O)OC(C)(C)C)=[C:5]([F:36])[CH:4]=1)#[N:2]. Product: [NH2:28][C@H:23]1[CH2:24][CH2:25][CH2:26][CH2:27][C@H:22]1[NH:21][C:6]1[C:5]([F:36])=[CH:4][C:3]([C:1]#[N:2])=[C:8]([NH:9][C:10]2[O:14][N:13]=[C:12]([C:15]3[CH:20]=[CH:19][CH:18]=[CH:17][CH:16]=3)[CH:11]=2)[CH:7]=1. The catalyst class is: 67. (4) Reactant: [NH:1]1[C:9]2[C:4](=[CH:5][CH:6]=[CH:7][N:8]=2)[CH:3]=[CH:2]1.C1C=C(Cl)C=C(C(OO)=[O:18])C=1. Product: [NH+:1]1([O-:18])[C:9]2=[N:8][CH:7]=[CH:6][CH:5]=[C:4]2[CH:3]=[CH:2]1. The catalyst class is: 27. (5) Reactant: [C:1]([O:5][CH2:6][CH3:7])(=[O:4])[CH2:2][OH:3].[C:8]1([C:18]2[CH:23]=[CH:22][CH:21]=[CH:20][CH:19]=2)[CH:13]=[CH:12][C:11]([S:14](Cl)(=[O:16])=[O:15])=[CH:10][CH:9]=1.C(N(CC)CC)C.O. Product: [C:8]1([C:18]2[CH:23]=[CH:22][CH:21]=[CH:20][CH:19]=2)[CH:13]=[CH:12][C:11]([S:14]([O:3][CH2:2][C:1]([O:5][CH2:6][CH3:7])=[O:4])(=[O:16])=[O:15])=[CH:10][CH:9]=1. The catalyst class is: 27.